Predict the reactants needed to synthesize the given product. From a dataset of Full USPTO retrosynthesis dataset with 1.9M reactions from patents (1976-2016). Given the product [OH:1][C:2]1[C:3]([C:9](=[O:11])[CH3:10])=[C:4]([O:8][CH2:19][C:20]([O:22][CH3:23])=[O:21])[CH:5]=[CH:6][CH:7]=1, predict the reactants needed to synthesize it. The reactants are: [OH:1][C:2]1[CH:7]=[CH:6][CH:5]=[C:4]([OH:8])[C:3]=1[C:9](=[O:11])[CH3:10].C(=O)([O-])[O-].[K+].[K+].Br[CH2:19][C:20]([O:22][CH3:23])=[O:21].O.